Predict which catalyst facilitates the given reaction. From a dataset of Catalyst prediction with 721,799 reactions and 888 catalyst types from USPTO. (1) Reactant: [CH3:1][O:2][C:3]([CH:5]([PH4])[CH2:6][C:7]([O:9][C:10]([CH3:13])([CH3:12])[CH3:11])=[O:8])=[O:4].[CH3:15][C:16]1[O:20][C:19]([CH:21]=O)=[CH:18][CH:17]=1. The catalyst class is: 11. Product: [C:10]([O:9][C:7](=[O:8])[CH2:6]/[C:5](/[C:3]([O:2][CH3:1])=[O:4])=[CH:21]\[C:19]1[O:20][C:16]([CH3:15])=[CH:17][CH:18]=1)([CH3:13])([CH3:12])[CH3:11]. (2) Reactant: [CH3:1][C:2]([CH3:34])([CH3:33])[C:3]#[C:4][C@@H:5]([N:12]1[CH2:17][CH2:16][C@@H:15]([CH2:18][C:19]([O:21][CH3:22])=[O:20])[CH2:14][C@H:13]1[C:23]1[CH:28]=[CH:27][C:26]([C:29]([F:32])([F:31])[F:30])=[CH:25][CH:24]=1)[CH2:6][CH2:7][C:8]([F:11])([F:10])[F:9]. Product: [CH3:1][C:2]([CH3:34])([CH3:33])[CH2:3][CH2:4][C@@H:5]([N:12]1[CH2:17][CH2:16][C@@H:15]([CH2:18][C:19]([O:21][CH3:22])=[O:20])[CH2:14][C@H:13]1[C:23]1[CH:24]=[CH:25][C:26]([C:29]([F:32])([F:30])[F:31])=[CH:27][CH:28]=1)[CH2:6][CH2:7][C:8]([F:10])([F:11])[F:9]. The catalyst class is: 50. (3) Reactant: [I:1][C:2]1[CH:7]=[CH:6][C:5]([C:8]([CH3:16])([CH3:15])[CH2:9][C:10](=[O:14])[C:11]([OH:13])=[O:12])=[C:4]([O:17][CH3:18])[CH:3]=1.S(Cl)(Cl)=O.[C:23](=O)(O)[O-]. Product: [CH3:23][O:12][C:11](=[O:13])[C:10](=[O:14])[CH2:9][C:8]([C:5]1[CH:6]=[CH:7][C:2]([I:1])=[CH:3][C:4]=1[O:17][CH3:18])([CH3:16])[CH3:15]. The catalyst class is: 5. (4) Reactant: CN(C=O)C.[Cl:6]N1C(=O)CCC1=O.[OH:14][N:15]=[CH:16][C:17]1[CH:18]=[C:19]([CH:22]=[CH:23][CH:24]=1)[C:20]#[N:21]. Product: [C:20]([C:19]1[CH:18]=[C:17]([C:16]([Cl:6])=[N:15][OH:14])[CH:24]=[CH:23][CH:22]=1)#[N:21]. The catalyst class is: 27. (5) Reactant: [NH2:1][C:2]1[N:7]=[C:6]([N:8]2[C@H:13]([CH3:14])[CH2:12][CH2:11][C@H:10]([C:15]([NH:17][CH2:18][C:19]3[CH:24]=[CH:23][CH:22]=[CH:21][C:20]=3[O:25][CH3:26])=[O:16])[CH2:9]2)[CH:5]=[C:4]([C:27]2[CH:32]=[CH:31][C:30]([C:33]#[N:34])=[C:29](F)[CH:28]=2)[N:3]=1.CCO.CCN(C(C)C)C(C)C.[NH2:48][NH2:49]. Product: [NH2:1][C:2]1[N:7]=[C:6]([N:8]2[C@H:13]([CH3:14])[CH2:12][CH2:11][C@H:10]([C:15]([NH:17][CH2:18][C:19]3[CH:24]=[CH:23][CH:22]=[CH:21][C:20]=3[O:25][CH3:26])=[O:16])[CH2:9]2)[CH:5]=[C:4]([C:27]2[CH:28]=[C:29]3[C:30]([C:33]([NH2:34])=[N:48][NH:49]3)=[CH:31][CH:32]=2)[N:3]=1. The catalyst class is: 5. (6) Reactant: [O:1]=[C:2]1[CH2:7][O:6][C@@H:5]2[CH2:8][CH2:9][C:10]3([CH2:15][C@H:4]2[N:3]1[CH:16]1[CH2:21][CH2:20][N:19]([C:22]([O:24][CH2:25][C:26]2[CH:31]=[CH:30][CH:29]=[CH:28][CH:27]=2)=[O:23])[CH2:18][CH2:17]1)OCC[O:11]3.Cl.ClCCl. Product: [O:1]=[C:2]1[CH2:7][O:6][C@@H:5]2[CH2:8][CH2:9][C:10](=[O:11])[CH2:15][C@H:4]2[N:3]1[CH:16]1[CH2:17][CH2:18][N:19]([C:22]([O:24][CH2:25][C:26]2[CH:27]=[CH:28][CH:29]=[CH:30][CH:31]=2)=[O:23])[CH2:20][CH2:21]1. The catalyst class is: 1. (7) Reactant: [CH:1](NC(C)C)(C)[CH3:2].C([Li])CCC.[CH3:13][CH:14]1[CH2:18][CH2:17][O:16][C:15]1=[O:19].C(Br)=C. Product: [CH3:13][C:14]1([CH:1]=[CH2:2])[CH2:18][CH2:17][O:16][C:15]1=[O:19]. The catalyst class is: 7. (8) Reactant: [CH:1]1[C:2]([CH2:10][C@@H:11]([NH2:28])[CH2:12][C:13]([N:15]2[CH2:27][C:19]3=[N:20][N:21]=[C:22]([C:23]([F:26])([F:25])[F:24])[N:18]3[CH2:17][CH2:16]2)=[O:14])=[C:3]([F:9])[CH:4]=[C:5]([F:8])[C:6]=1[F:7].[BrH:29]. Product: [CH:1]1[C:2]([CH2:10][C@@H:11]([NH2:28])[CH2:12][C:13]([N:15]2[CH2:27][C:19]3=[N:20][N:21]=[C:22]([C:23]([F:26])([F:25])[F:24])[N:18]3[CH2:17][CH2:16]2)=[O:14])=[C:3]([F:9])[CH:4]=[C:5]([F:8])[C:6]=1[F:7].[BrH:29]. The catalyst class is: 32.